From a dataset of Forward reaction prediction with 1.9M reactions from USPTO patents (1976-2016). Predict the product of the given reaction. (1) Given the reactants Cl.[NH2:2][C:3]1[N:32]=[C:6]2[N:7]([C:22]3[CH:27]=[CH:26][CH:25]=[C:24]([C:28]([F:31])([F:30])[F:29])[CH:23]=3)[C:8]([CH3:21])=[C:9]([C:19]#[N:20])[C@@H:10]([C:11]3[CH:16]=[CH:15][C:14]([C:17]#[N:18])=[CH:13][CH:12]=3)[N:5]2[N:4]=1.[C:33](O[C:33](=[O:36])[CH2:34][CH3:35])(=[O:36])[CH2:34][CH3:35], predict the reaction product. The product is: [C:19]([C:9]1[C@@H:10]([C:11]2[CH:16]=[CH:15][C:14]([C:17]#[N:18])=[CH:13][CH:12]=2)[N:5]2[N:4]=[C:3]([NH:2][C:33](=[O:36])[CH2:34][CH3:35])[N:32]=[C:6]2[N:7]([C:22]2[CH:27]=[CH:26][CH:25]=[C:24]([C:28]([F:29])([F:31])[F:30])[CH:23]=2)[C:8]=1[CH3:21])#[N:20]. (2) Given the reactants [Cl:1][C:2]1[N:3]=[C:4]([C:9]([OH:11])=O)[NH:5][C:6]=1[CH2:7][CH3:8].S(Cl)([Cl:14])=O, predict the reaction product. The product is: [Cl:1][C:2]1[N:3]=[C:4]([C:9]([Cl:14])=[O:11])[NH:5][C:6]=1[CH2:7][CH3:8]. (3) Given the reactants [Cl:1][C:2]1[CH:7]=[CH:6][C:5]([C:8]2[CH2:13][O:12][C:11](=[O:14])[NH:10][N:9]=2)=[CH:4][CH:3]=1.Br[CH2:16][C:17]1[CH:22]=[CH:21][C:20]([N+:23]([O-:25])=[O:24])=[CH:19][CH:18]=1.C(=O)([O-])[O-].[K+].[K+], predict the reaction product. The product is: [Cl:1][C:2]1[CH:3]=[CH:4][C:5]([C:8]2[CH2:13][O:12][C:11](=[O:14])[N:10]([CH2:16][C:17]3[CH:22]=[CH:21][C:20]([N+:23]([O-:25])=[O:24])=[CH:19][CH:18]=3)[N:9]=2)=[CH:6][CH:7]=1.